Predict the reactants needed to synthesize the given product. From a dataset of Full USPTO retrosynthesis dataset with 1.9M reactions from patents (1976-2016). Given the product [Br:22][C:23]1[S:27][CH:26]=[C:25]([CH2:28][O:18][C:15]2[CH:16]=[CH:17][N:12]([C:9]3[CH:10]=[CH:11][C:6]4[N:7]([C:20]([CH3:21])=[C:4]([CH:1]5[CH2:3][CH2:2]5)[N:5]=4)[CH:8]=3)[C:13](=[O:19])[CH:14]=2)[CH:24]=1, predict the reactants needed to synthesize it. The reactants are: [CH:1]1([C:4]2[N:5]=[C:6]3[CH:11]=[CH:10][C:9]([N:12]4[CH:17]=[CH:16][C:15]([OH:18])=[CH:14][C:13]4=[O:19])=[CH:8][N:7]3[C:20]=2[CH3:21])[CH2:3][CH2:2]1.[Br:22][C:23]1[S:27][CH:26]=[C:25]([CH2:28]O)[CH:24]=1.C(P(CCCC)CCCC)CCC.N(C(N1CCCCC1)=O)=NC(N1CCCCC1)=O.